Dataset: Forward reaction prediction with 1.9M reactions from USPTO patents (1976-2016). Task: Predict the product of the given reaction. (1) Given the reactants CC1(C)[O:6][C:5](=[CH:7][C:8]([N:10]([CH2:12][C:13]2[CH:18]=[CH:17][C:16]([F:19])=[CH:15][C:14]=2[S:20]([CH3:23])(=[O:22])=[O:21])[CH3:11])=[O:9])[C:4](=[O:24])O1.[CH2:26]=O.[N:28]1([CH2:34][CH2:35][NH2:36])[CH2:33][CH2:32][O:31][CH2:30][CH2:29]1, predict the reaction product. The product is: [F:19][C:16]1[CH:17]=[CH:18][C:13]([CH2:12][N:10]([CH3:11])[C:8]([C:7]2[CH2:26][N:36]([CH2:35][CH2:34][N:28]3[CH2:33][CH2:32][O:31][CH2:30][CH2:29]3)[C:4](=[O:24])[C:5]=2[OH:6])=[O:9])=[C:14]([S:20]([CH3:23])(=[O:21])=[O:22])[CH:15]=1. (2) The product is: [F:1][C:2]1[CH:9]=[C:8]([F:10])[CH:7]=[C:6]([O:11][C@H:15]([CH2:14][CH:13]=[CH2:12])[CH3:16])[C:3]=1[CH:4]=[O:5]. Given the reactants [F:1][C:2]1[CH:9]=[C:8]([F:10])[CH:7]=[C:6]([OH:11])[C:3]=1[CH:4]=[O:5].[CH3:12][C@@H:13](O)[CH2:14][CH:15]=[CH2:16].C1(P(C2C=CC=CC=2)C2C=CC=CC=2)C=CC=CC=1.CC(OC(/N=N/C(OC(C)C)=O)=O)C, predict the reaction product. (3) Given the reactants I[C:2]1[S:6][C:5]([C:7]2[CH:8]=[C:9]3[C:13](=[CH:14][CH:15]=2)[C:12](=[O:16])[N:11]([CH3:17])[CH2:10]3)=[CH:4][CH:3]=1.[CH3:18][C:19]1[CH:24]=[CH:23][C:22]([N+:25]([O-:27])=[O:26])=[CH:21][C:20]=1B(O)O, predict the reaction product. The product is: [CH3:17][N:11]1[CH2:10][C:9]2[C:13](=[CH:14][CH:15]=[C:7]([C:5]3[S:6][C:2]([C:24]4[CH:23]=[C:22]([N+:25]([O-:27])=[O:26])[CH:21]=[CH:20][C:19]=4[CH3:18])=[CH:3][CH:4]=3)[CH:8]=2)[C:12]1=[O:16]. (4) Given the reactants [OH:1][C:2]([CH3:35])([CH3:34])[CH2:3][C@@:4]1([C:28]2[CH:33]=[CH:32][CH:31]=[CH:30][CH:29]=2)[O:9][C:8](=[O:10])[N:7]([C@H:11]([C:13]2[CH:18]=[CH:17][C:16](B3OC(C)(C)C(C)(C)O3)=[CH:15][CH:14]=2)[CH3:12])[CH2:6][CH2:5]1.Cl[C:37]1[CH:42]=[CH:41][C:40]([C:43]2([S:46]([CH3:49])(=[O:48])=[O:47])[CH2:45][CH2:44]2)=[CH:39][N:38]=1, predict the reaction product. The product is: [OH:1][C:2]([CH3:34])([CH3:35])[CH2:3][C@@:4]1([C:28]2[CH:29]=[CH:30][CH:31]=[CH:32][CH:33]=2)[O:9][C:8](=[O:10])[N:7]([C@H:11]([C:13]2[CH:18]=[CH:17][C:16]([C:37]3[CH:42]=[CH:41][C:40]([C:43]4([S:46]([CH3:49])(=[O:47])=[O:48])[CH2:45][CH2:44]4)=[CH:39][N:38]=3)=[CH:15][CH:14]=2)[CH3:12])[CH2:6][CH2:5]1. (5) Given the reactants [NH2:1][C@@H:2]1[CH2:11][C:10]2[N:9]=[CH:8][C:7]([NH:12][C:13](=[O:22])[C:14]3[C:19]([Cl:20])=[CH:18][CH:17]=[CH:16][C:15]=3[Cl:21])=[CH:6][C:5]=2[N:4]([S:23]([C:26]2[CH:27]=[C:28]([CH3:32])[CH:29]=[CH:30][CH:31]=2)(=[O:25])=[O:24])[CH2:3]1.[C:33](OC(=O)C)(=[O:35])[CH3:34], predict the reaction product. The product is: [C:33]([NH:1][C@@H:2]1[CH2:11][C:10]2[N:9]=[CH:8][C:7]([NH:12][C:13](=[O:22])[C:14]3[C:19]([Cl:20])=[CH:18][CH:17]=[CH:16][C:15]=3[Cl:21])=[CH:6][C:5]=2[N:4]([S:23]([C:26]2[CH:27]=[C:28]([CH3:32])[CH:29]=[CH:30][CH:31]=2)(=[O:24])=[O:25])[CH2:3]1)(=[O:35])[CH3:34]. (6) Given the reactants C([Li])CCC.Br[C:7]1[S:8][CH:9]=[C:10]([Br:12])[N:11]=1.[O:13]=[C:14]1[CH2:19][CH2:18][N:17]([C:20]([O:22][C:23]([CH3:26])([CH3:25])[CH3:24])=[O:21])[CH2:16][CH2:15]1, predict the reaction product. The product is: [Br:12][C:10]1[N:11]=[C:7]([C:14]2([OH:13])[CH2:15][CH2:16][N:17]([C:20]([O:22][C:23]([CH3:25])([CH3:24])[CH3:26])=[O:21])[CH2:18][CH2:19]2)[S:8][CH:9]=1. (7) Given the reactants C([O:3][C:4]([C@@:6]12[CH2:23][C@H:22]1[CH:21]=[CH:20][CH2:19][CH2:18][CH2:17][CH2:16][C@H:15](NC(OC(C)(C)C)=O)[C:14](=[O:32])[N:13]1[C@@H:9]([CH2:10][C@@H:11]([O:33][C:34]3[C:43]4[C:38](=[CH:39][C:40]([O:44][CH3:45])=[CH:41][CH:42]=4)[N:37]=[C:36]([C:46]4[CH:51]=[CH:50][CH:49]=[CH:48][CH:47]=4)[CH:35]=3)[CH2:12]1)[C:8](=[O:52])[NH:7]2)=[O:5])C.[Li+].[OH-:54], predict the reaction product. The product is: [C:6]([O:54][C@@H:15]1[C:14](=[O:32])[N:13]2[C@:9]([N:7]=[C:8]=[O:52])([CH2:10][C@@H:11]([O:33][C:34]3[C:43]4[C:38](=[CH:39][C:40]([O:44][CH3:45])=[CH:41][CH:42]=4)[N:37]=[C:36]([C:46]4[CH:51]=[CH:50][CH:49]=[CH:48][CH:47]=4)[CH:35]=3)[CH2:12]2)[C:8](=[O:52])[NH:7][C@@:6]2([C:4]([OH:3])=[O:5])[C@@H:22]([CH2:23]2)[CH:21]=[CH:20][CH2:19][CH2:18][CH2:17][CH2:16]1)([CH3:23])([CH3:22])[CH3:4].